This data is from Forward reaction prediction with 1.9M reactions from USPTO patents (1976-2016). The task is: Predict the product of the given reaction. (1) The product is: [CH3:40][O:41][C:42](=[O:61])[CH2:43][CH2:44][CH2:45][CH2:46][CH2:47][CH2:48][CH2:49][CH2:50][CH2:51][CH2:52][CH2:53][C:54]1([S:57](=[O:60])(=[O:59])[NH:58][C:14]([C@@:9]2([NH:8][C:6]([O:5][C:1]([CH3:2])([CH3:3])[CH3:4])=[O:7])[CH2:11][C@H:10]2[CH:12]=[CH2:13])=[O:16])[CH2:55][CH2:56]1. Given the reactants [C:1]([O:5][C:6]([NH:8][C@:9]1([C:14]([OH:16])=O)[CH2:11][C@H:10]1[CH:12]=[CH2:13])=[O:7])([CH3:4])([CH3:3])[CH3:2].C1N=CN(C(N2C=NC=C2)=O)C=1.C1CCN2C(=NCCC2)CC1.[CH3:40][O:41][C:42](=[O:61])[CH2:43][CH2:44][CH2:45][CH2:46][CH2:47][CH2:48][CH2:49][CH2:50][CH2:51][CH2:52][CH2:53][C:54]1([S:57](=[O:60])(=[O:59])[NH2:58])[CH2:56][CH2:55]1, predict the reaction product. (2) Given the reactants [CH2:1]([O:8][C:9]1[CH:10]=[CH:11][C:12]([N+:19]([O-])=O)=[C:13]([S:15]([NH2:18])(=[O:17])=[O:16])[CH:14]=1)[C:2]1[CH:7]=[CH:6][CH:5]=[CH:4][CH:3]=1.[Cl-].[NH4+], predict the reaction product. The product is: [NH2:19][C:12]1[CH:11]=[CH:10][C:9]([O:8][CH2:1][C:2]2[CH:7]=[CH:6][CH:5]=[CH:4][CH:3]=2)=[CH:14][C:13]=1[S:15]([NH2:18])(=[O:16])=[O:17]. (3) Given the reactants [F:1][C:2]1[CH:3]=[CH:4][C:5]([O:24][CH3:25])=[C:6]([C:8]2[CH:13]=[CH:12][N:11]=[C:10]3[NH:14][C:15]([C:17]4[CH2:22][CH2:21][C:20](=O)[CH2:19][CH:18]=4)=[CH:16][C:9]=23)[CH:7]=1.C(N(CC)CC)C.C(O)(=O)C.[N:37]1([C:43]([O:45][C:46]([CH3:49])([CH3:48])[CH3:47])=[O:44])[CH2:42][CH2:41][NH:40][CH2:39][CH2:38]1.C([BH3-])#N.[Na+].C([BH3-])#N, predict the reaction product. The product is: [F:1][C:2]1[CH:3]=[CH:4][C:5]([O:24][CH3:25])=[C:6]([C:8]2[CH:13]=[CH:12][N:11]=[C:10]3[NH:14][C:15]([C:17]4[CH2:22][CH2:21][CH:20]([N:40]5[CH2:39][CH2:38][N:37]([C:43]([O:45][C:46]([CH3:49])([CH3:48])[CH3:47])=[O:44])[CH2:42][CH2:41]5)[CH2:19][CH:18]=4)=[CH:16][C:9]=23)[CH:7]=1. (4) Given the reactants Br[C:2]1[CH:3]=[C:4]([CH:9]=[C:10]([CH:19]=[O:20])[C:11]=1[O:12][CH2:13][O:14][CH2:15][CH2:16][O:17][CH3:18])[C:5]([O:7][CH3:8])=[O:6].[C:21]([NH:25][S:26]([C:29]1[CH:34]=[CH:33][CH:32]=[C:31](B2OC(C)(C)C(C)(C)O2)[CH:30]=1)(=[O:28])=[O:27])([CH3:24])([CH3:23])[CH3:22], predict the reaction product. The product is: [C:21]([NH:25][S:26]([C:29]1[CH:30]=[C:31]([C:2]2[C:11]([O:12][CH2:13][O:14][CH2:15][CH2:16][O:17][CH3:18])=[C:10]([CH:19]=[O:20])[CH:9]=[C:4]([C:5]([O:7][CH3:8])=[O:6])[CH:3]=2)[CH:32]=[CH:33][CH:34]=1)(=[O:28])=[O:27])([CH3:24])([CH3:22])[CH3:23]. (5) Given the reactants C([O:3][C:4]([C:6]1[N:7]([CH2:17][C:18]2[CH:23]=[CH:22][C:21]([F:24])=[CH:20][C:19]=2[F:25])[CH:8]=[C:9]([CH2:11][CH:12]2[CH2:16][CH2:15][CH2:14][CH2:13]2)[CH:10]=1)=[O:5])C.[OH-].[K+], predict the reaction product. The product is: [CH:12]1([CH2:11][C:9]2[CH:10]=[C:6]([C:4]([OH:5])=[O:3])[N:7]([CH2:17][C:18]3[CH:23]=[CH:22][C:21]([F:24])=[CH:20][C:19]=3[F:25])[CH:8]=2)[CH2:16][CH2:15][CH2:14][CH2:13]1. (6) The product is: [OH:8][C:9]1[CH:10]=[CH:11][C:12]([CH2:15][CH:16]([O:22][C:23]2[CH:24]=[CH:25][CH:26]=[CH:27][CH:28]=2)[C:17]([O:19][CH2:20][CH3:21])=[O:18])=[CH:13][CH:14]=1. Given the reactants C([O:8][C:9]1[CH:14]=[CH:13][C:12]([CH2:15][CH:16]([O:22][C:23]2[CH:28]=[CH:27][CH:26]=[CH:25][CH:24]=2)[C:17]([O:19][CH2:20][CH3:21])=[O:18])=[CH:11][CH:10]=1)C1C=CC=CC=1, predict the reaction product. (7) Given the reactants P(Cl)(Cl)([Cl:3])=O.C(O[C:9](=O)[C:10](=[CH:16][NH:17][C:18]1[CH:23]=[CH:22][CH:21]=[CH:20][CH:19]=1)[C:11]([O:13][CH2:14][CH3:15])=[O:12])C, predict the reaction product. The product is: [CH2:14]([O:13][C:11]([C:10]1[CH:16]=[N:17][C:18]2[C:19]([C:9]=1[Cl:3])=[CH:20][CH:21]=[CH:22][CH:23]=2)=[O:12])[CH3:15].